Predict the product of the given reaction. From a dataset of Forward reaction prediction with 1.9M reactions from USPTO patents (1976-2016). (1) Given the reactants Cl.[NH2:2][C:3]1[CH:32]=[CH:31][C:6]2[NH:7][C:8]([C:13]3[C:14](=[O:30])[C:15]([CH3:29])([CH2:24][CH2:25][CH:26]([CH3:28])[CH3:27])[C:16]4[C:21]([C:22]=3[OH:23])=[CH:20][CH:19]=[CH:18][CH:17]=4)=[N:9][S:10](=[O:12])(=[O:11])[C:5]=2[CH:4]=1.[C:33]([NH:38][S:39](Cl)(=[O:41])=[O:40])(=[O:37])[CH2:34][CH2:35][CH3:36].C(N(CC)CC)C, predict the reaction product. The product is: [OH:23][C:22]1[C:21]2[C:16](=[CH:17][CH:18]=[CH:19][CH:20]=2)[C:15]([CH3:29])([CH2:24][CH2:25][CH:26]([CH3:28])[CH3:27])[C:14](=[O:30])[C:13]=1[C:8]1[NH:7][C:6]2[CH:31]=[CH:32][C:3]([NH:2][S:39]([NH:38][C:33](=[O:37])[CH2:34][CH2:35][CH3:36])(=[O:41])=[O:40])=[CH:4][C:5]=2[S:10](=[O:12])(=[O:11])[N:9]=1. (2) Given the reactants [Cl:1][C:2]1[CH:7]=[CH:6][C:5]([C:8]2[CH:9]=[C:10]3[C:15](=[N:16][C:17]=2[C:18]2[CH:23]=[CH:22][C:21]([Cl:24])=[CH:20][C:19]=2[Cl:25])[N:14]([CH3:26])[C:13](=[O:27])[C:12](C(O)C)=[C:11]3[NH:31]C(=O)C)=[CH:4][CH:3]=1.O1CCOCC1.Cl, predict the reaction product. The product is: [NH2:31][C:11]1[C:10]2[C:15](=[N:16][C:17]([C:18]3[CH:23]=[CH:22][C:21]([Cl:24])=[CH:20][C:19]=3[Cl:25])=[C:8]([C:5]3[CH:4]=[CH:3][C:2]([Cl:1])=[CH:7][CH:6]=3)[CH:9]=2)[N:14]([CH3:26])[C:13](=[O:27])[CH:12]=1.